This data is from Forward reaction prediction with 1.9M reactions from USPTO patents (1976-2016). The task is: Predict the product of the given reaction. (1) Given the reactants Br[C:2]1[CH:10]=[CH:9][C:5]([C:6]([OH:8])=O)=[C:4]([CH3:11])[CH:3]=1.[NH2:12][C:13]1[CH:14]=[C:15]([CH:20]=[CH:21][N:22]=1)[C:16](OC)=O.[C:23]1([NH2:30])[CH:28]=[CH:27][CH:26]=[CH:25][C:24]=1[NH2:29].[F:31][C:32]([F:43])([F:42])[C:33]1[CH:38]=[CH:37][C:36](B(O)O)=[CH:35][CH:34]=1, predict the reaction product. The product is: [NH:29]1[C:24]2[CH:25]=[CH:26][CH:27]=[CH:28][C:23]=2[N:30]=[C:16]1[C:15]1[CH:20]=[CH:21][N:22]=[C:13]([NH:12][C:6]([C:5]2[CH:9]=[CH:10][C:2]([C:36]3[CH:37]=[CH:38][C:33]([C:32]([F:43])([F:42])[F:31])=[CH:34][CH:35]=3)=[CH:3][C:4]=2[CH3:11])=[O:8])[CH:14]=1. (2) Given the reactants [I:1][C:2]1[CH:3]=[C:4]2[C:8](=[CH:9][CH:10]=1)[NH:7][C:6](=[O:11])[C:5]2=[O:12].C1CCN2C(=NCCC2)CC1.Br[CH2:25][C:26]([O:28][CH3:29])=[O:27], predict the reaction product. The product is: [CH3:29][O:28][C:26](=[O:27])[CH2:25][N:7]1[C:8]2[C:4](=[CH:3][C:2]([I:1])=[CH:10][CH:9]=2)[C:5](=[O:12])[C:6]1=[O:11].